From a dataset of Full USPTO retrosynthesis dataset with 1.9M reactions from patents (1976-2016). Predict the reactants needed to synthesize the given product. (1) Given the product [CH:9]1([CH2:15][CH2:16][C:2]2[S:6][C:5]([CH:7]=[O:8])=[CH:4][CH:3]=2)[CH2:14][CH2:13][CH2:12][CH2:11][CH2:10]1, predict the reactants needed to synthesize it. The reactants are: Br[C:2]1[S:6][C:5]([CH:7]=[O:8])=[CH:4][CH:3]=1.[CH:9]1([CH2:15][CH2:16]B(O)O)[CH2:14][CH2:13][CH2:12][CH2:11][CH2:10]1. (2) Given the product [Br:1][C:2]1[C:11]([CH2:12][Br:17])=[CH:10][C:9]2[C:8]([CH3:14])([CH3:13])[CH2:7][CH2:6][C:5]([CH3:16])([CH3:15])[C:4]=2[CH:3]=1, predict the reactants needed to synthesize it. The reactants are: [Br:1][C:2]1[C:11]([CH3:12])=[CH:10][C:9]2[C:8]([CH3:14])([CH3:13])[CH2:7][CH2:6][C:5]([CH3:16])([CH3:15])[C:4]=2[CH:3]=1.[Br:17]N1C(=O)CCC1=O.